Dataset: Reaction yield outcomes from USPTO patents with 853,638 reactions. Task: Predict the reaction yield, written as a fraction of the theoretical maximum amount of product (1.0 means a 100% yield; for example, 0.34 means a 34% yield). (1) The yield is 0.120. The catalyst is C(#N)C. The reactants are [N:1]1[CH:6]=[CH:5][CH:4]=[C:3]([NH2:7])[N:2]=1.[Cl:8][CH2:9][C:10](=O)[CH2:11]Cl. The product is [Cl:8][CH2:9][C:10]1[N:7]=[C:3]2[CH:4]=[CH:5][CH:6]=[N:1][N:2]2[CH:11]=1. (2) The reactants are [F:1][C:2]1[CH:7]=[C:6]([F:8])[CH:5]=[CH:4][C:3]=1[CH:9]1[CH2:14][C:13](=[O:15])[NH:12][C:11]([CH3:16])=[C:10]1[C:17]([OH:19])=O.CN(C=O)C.C(Cl)(=O)C(Cl)=O.[F:31][C:32]1[CH:40]=[C:39]2[C:35]([CH:36]=[N:37][NH:38]2)=[CH:34][C:33]=1[NH2:41]. The catalyst is C(Cl)Cl.N1C=CC=CC=1.CCOC(C)=O. The product is [F:1][C:2]1[CH:7]=[C:6]([F:8])[CH:5]=[CH:4][C:3]=1[CH:9]1[CH2:14][C:13](=[O:15])[NH:12][C:11]([CH3:16])=[C:10]1[C:17]([NH:41][C:33]1[CH:34]=[C:35]2[C:39](=[CH:40][C:32]=1[F:31])[NH:38][N:37]=[CH:36]2)=[O:19]. The yield is 0.650. (3) The product is [Cl:3][C:4]1[CH:12]=[CH:11][C:10]([Cl:13])=[C:9]2[C:5]=1[C:6](=[O:15])[C:7](=[O:14])[N:8]2[CH2:17][CH2:18][CH2:19][CH2:20][CH3:21]. The yield is 0.980. The reactants are [H-].[Na+].[Cl:3][C:4]1[CH:12]=[CH:11][C:10]([Cl:13])=[C:9]2[C:5]=1[C:6](=[O:15])[C:7](=[O:14])[NH:8]2.Br[CH2:17][CH2:18][CH2:19][CH2:20][CH3:21].C(OCC)C. The catalyst is CN(C)C=O. (4) The reactants are [Cl:1][C:2]1[CH:8]=[CH:7][CH:6]=[C:5]([Cl:9])[C:3]=1[NH2:4].IC.[Cl-].[NH4+].[C:14](OCC)(=O)C. The catalyst is C1COCC1. The product is [CH3:14][NH:4][C:3]1[C:2]([Cl:1])=[CH:8][CH:7]=[CH:6][C:5]=1[Cl:9]. The yield is 0.960. (5) The product is [F:16][C:13]1[CH:12]=[CH:11][C:10]([CH2:9][C:4]2[CH:3]=[CH:2][CH:7]=[CH:6][C:5]=2[OH:8])=[CH:15][CH:14]=1. The yield is 1.00. The catalyst is [Pd].CO. The reactants are Br[C:2]1[CH:7]=[CH:6][C:5]([OH:8])=[C:4]([CH2:9][C:10]2[CH:15]=[CH:14][C:13]([F:16])=[CH:12][CH:11]=2)[CH:3]=1.CC1C=C(C=C(C)C=1CC1C=CC(OCOC)=C(CC2C=CC(F)=CC=2)C=1)C(OC)=O.